This data is from Forward reaction prediction with 1.9M reactions from USPTO patents (1976-2016). The task is: Predict the product of the given reaction. (1) Given the reactants [Cl:1][C:2]1[C:11]2[C:6](=[CH:7][CH:8]=[CH:9][CH:10]=2)[C:5]([CH2:12][C:13]2[CH:18]=[CH:17][N:16]=[CH:15][CH:14]=2)=[N:4][N:3]=1.[NH2:19][C:20]1[CH:21]=[C:22]2[C:26](=[CH:27][CH:28]=1)[NH:25][CH:24]=[CH:23]2.Cl, predict the reaction product. The product is: [ClH:1].[NH:25]1[C:26]2[C:22](=[CH:21][C:20]([NH:19][C:2]3[C:11]4[C:6](=[CH:7][CH:8]=[CH:9][CH:10]=4)[C:5]([CH2:12][C:13]4[CH:18]=[CH:17][N:16]=[CH:15][CH:14]=4)=[N:4][N:3]=3)=[CH:28][CH:27]=2)[CH:23]=[CH:24]1. (2) Given the reactants [NH2:1][CH:2]([CH3:31])[CH:3]([NH:13][S:14]([C:17]1[CH:22]=[CH:21][C:20]([O:23][CH2:24][C:25]2[CH:30]=[CH:29][CH:28]=[CH:27][CH:26]=2)=[CH:19][CH:18]=1)(=[O:16])=[O:15])[C:4]12[O:11][CH2:10][C:7]([CH3:12])([CH2:8][O:9]1)[CH2:6][O:5]2.C(N(CC)CC)C.Cl[C:40]([O:42][CH2:43][C:44]1[CH:49]=[CH:48][CH:47]=[CH:46][CH:45]=1)=[O:41], predict the reaction product. The product is: [CH2:43]([O:42][C:40](=[O:41])[NH:1][CH:2]([CH3:31])[CH:3]([NH:13][S:14]([C:17]1[CH:22]=[CH:21][C:20]([O:23][CH2:24][C:25]2[CH:30]=[CH:29][CH:28]=[CH:27][CH:26]=2)=[CH:19][CH:18]=1)(=[O:16])=[O:15])[C:4]12[O:5][CH2:6][C:7]([CH3:12])([CH2:10][O:11]1)[CH2:8][O:9]2)[C:44]1[CH:49]=[CH:48][CH:47]=[CH:46][CH:45]=1. (3) Given the reactants [C:1]([O:5][C@@H:6]([C:12]1[C:43]([CH3:44])=[CH:42][C:15]2[N:16]=[C:17]([N:19]3[CH2:24][CH2:23][N:22]([C:25]([O:27][C:28]([CH3:31])([CH3:30])[CH3:29])=[O:26])[CH:21]([C:32]4[CH:33]=[C:34]5[C:38](=[CH:39][CH:40]=4)[N:37]([CH3:41])[N:36]=[CH:35]5)[CH2:20]3)[S:18][C:14]=2[C:13]=1[C:45]1[CH:50]=[CH:49][C:48]([Cl:51])=[CH:47][CH:46]=1)[C:7]([O:9]CC)=[O:8])([CH3:4])([CH3:3])[CH3:2].[OH-].[Na+].C(O)(=O)C, predict the reaction product. The product is: [C:1]([O:5][C@@H:6]([C:12]1[C:43]([CH3:44])=[CH:42][C:15]2[N:16]=[C:17]([N:19]3[CH2:24][CH2:23][N:22]([C:25]([O:27][C:28]([CH3:30])([CH3:31])[CH3:29])=[O:26])[CH:21]([C:32]4[CH:33]=[C:34]5[C:38](=[CH:39][CH:40]=4)[N:37]([CH3:41])[N:36]=[CH:35]5)[CH2:20]3)[S:18][C:14]=2[C:13]=1[C:45]1[CH:50]=[CH:49][C:48]([Cl:51])=[CH:47][CH:46]=1)[C:7]([OH:9])=[O:8])([CH3:2])([CH3:3])[CH3:4]. (4) Given the reactants [CH2:1]([C:3]1[C:12]([CH2:13]O)=[CH:11][C:10]2[C:5](=[CH:6][CH:7]=[C:8]([O:15][CH3:16])[CH:9]=2)[N:4]=1)[CH3:2].O=S(Cl)[Cl:19], predict the reaction product. The product is: [ClH:19].[Cl:19][CH2:13][C:12]1[C:3]([CH2:1][CH3:2])=[N:4][C:5]2[C:10]([CH:11]=1)=[CH:9][C:8]([O:15][CH3:16])=[CH:7][CH:6]=2. (5) Given the reactants [CH3:1][O:2][C:3]1[CH:4]=[C:5]2[C:10](=[CH:11][C:12]=1[O:13][CH2:14][CH2:15][N:16]1[CH2:21][CH2:20][NH:19][CH2:18][CH2:17]1)[N:9]=[CH:8][N:7]=[C:6]2[O:22][C:23]1[CH:24]=[C:25]2[C:29](=[CH:30][CH:31]=1)[NH:28][C:27]([CH3:32])=[CH:26]2.Cl[CH2:34][C:35](=[O:37])[CH3:36].C(=O)([O-])[O-].[K+].[K+], predict the reaction product. The product is: [C:35]([CH2:36][N:19]1[CH2:20][CH2:21][N:16]([CH2:15][CH2:14][O:13][C:12]2[CH:11]=[C:10]3[C:5]([C:6]([O:22][C:23]4[CH2:24][C:25]5[C:29](=[CH:30][CH:31]=4)[N:28]=[C:27]([CH3:32])[CH:26]=5)=[N:7][CH:8]=[N:9]3)=[CH:4][C:3]=2[O:2][CH3:1])[CH2:17][CH2:18]1)(=[O:37])[CH3:34]. (6) Given the reactants [C:1]1([NH:7][C:8]2[C:12]([C:13]#[N:14])=[CH:11][N:10](COCC[Si](C)(C)C)[N:9]=2)[CH:6]=[CH:5][CH:4]=[CH:3][CH:2]=1.C1(NC2N(C[O:36]CC[Si](C)(C)C)N=CC=2C#N)C=CC=CC=1.Cl.C([O-])([O-])=O.[Na+].[Na+], predict the reaction product. The product is: [C:1]1([NH:7][C:8]2[C:12]([C:13]([NH2:14])=[O:36])=[CH:11][NH:10][N:9]=2)[CH:6]=[CH:5][CH:4]=[CH:3][CH:2]=1. (7) Given the reactants [CH3:1][O:2][C:3](=[O:30])[C:4]1[CH:9]=[C:8]([O:10][C:11]2[CH:16]=[CH:15][C:14]([NH2:17])=[C:13]([Cl:18])[CH:12]=2)[CH:7]=[CH:6][C:5]=1[NH:19][S:20]([C:23]1[CH:28]=[CH:27][C:26]([CH3:29])=[CH:25][CH:24]=1)(=[O:22])=[O:21].[S:31](Cl)([C:34]1[CH:40]=[CH:39][C:37]([CH3:38])=[CH:36][CH:35]=1)(=[O:33])=[O:32].N1C=CC=CC=1, predict the reaction product. The product is: [CH3:1][O:2][C:3](=[O:30])[C:4]1[CH:9]=[C:8]([O:10][C:11]2[CH:16]=[CH:15][C:14]([NH:17][S:31]([C:34]3[CH:40]=[CH:39][C:37]([CH3:38])=[CH:36][CH:35]=3)(=[O:33])=[O:32])=[C:13]([Cl:18])[CH:12]=2)[CH:7]=[CH:6][C:5]=1[NH:19][S:20]([C:23]1[CH:24]=[CH:25][C:26]([CH3:29])=[CH:27][CH:28]=1)(=[O:22])=[O:21].